Dataset: Reaction yield outcomes from USPTO patents with 853,638 reactions. Task: Predict the reaction yield, written as a fraction of the theoretical maximum amount of product (1.0 means a 100% yield; for example, 0.34 means a 34% yield). The reactants are [CH2:1]([O:3][C:4](=[O:21])[C:5]([O:8][C:9]1[CH:14]=[C:13]([O:15][CH3:16])[C:12](C(=O)C)=[CH:11][C:10]=1[CH3:20])([CH3:7])[CH3:6])[CH3:2].ClC1C=CC=[C:25]([C:29]([O:31]O)=[O:30])C=1.C1(C)C=CC(S(O)(=O)=O)=CC=1. The catalyst is ClCCl. The product is [CH2:1]([O:3][C:4](=[O:21])[C:5]([O:8][C:9]1[CH:14]=[C:13]([O:15][CH3:16])[C:12]([O:31][C:29](=[O:30])[CH3:25])=[CH:11][C:10]=1[CH3:20])([CH3:6])[CH3:7])[CH3:2]. The yield is 0.420.